From a dataset of Catalyst prediction with 721,799 reactions and 888 catalyst types from USPTO. Predict which catalyst facilitates the given reaction. (1) Reactant: C([O:3][C:4](=[O:36])[C:5]1[CH:10]=[C:9]([C:11]([F:14])([F:13])[F:12])[CH:8]=[C:7]([N:15]2[C:19]([CH3:20])=[CH:18][CH:17]=[C:16]2[C:21]2[CH:26]=[C:25]([Br:27])[CH:24]=[CH:23][C:22]=2[O:28][CH2:29][C:30]2[CH:35]=[CH:34][CH:33]=[CH:32][CH:31]=2)[CH:6]=1)C.[OH-].[Na+]. The catalyst class is: 14. Product: [Br:27][C:25]1[CH:24]=[CH:23][C:22]([O:28][CH2:29][C:30]2[CH:35]=[CH:34][CH:33]=[CH:32][CH:31]=2)=[C:21]([C:16]2[N:15]([C:7]3[CH:6]=[C:5]([CH:10]=[C:9]([C:11]([F:12])([F:13])[F:14])[CH:8]=3)[C:4]([OH:36])=[O:3])[C:19]([CH3:20])=[CH:18][CH:17]=2)[CH:26]=1. (2) Reactant: [CH3:1][C:2]1[CH:7]=[CH:6][C:5]([N+:8]([O-:10])=[O:9])=[CH:4][C:3]=1[C:11]([F:14])([F:13])[F:12].N(C(C)(C)C#N)=NC(C)(C)C#N.C1C(=O)N([Br:34])C(=O)C1. The catalyst class is: 53. Product: [Br:34][CH2:1][C:2]1[CH:7]=[CH:6][C:5]([N+:8]([O-:10])=[O:9])=[CH:4][C:3]=1[C:11]([F:12])([F:13])[F:14].